This data is from Experimentally validated miRNA-target interactions with 360,000+ pairs, plus equal number of negative samples. The task is: Binary Classification. Given a miRNA mature sequence and a target amino acid sequence, predict their likelihood of interaction. (1) The miRNA is hsa-miR-597-5p with sequence UGUGUCACUCGAUGACCACUGU. The protein sequence of the target gene is MAGLTAVVPQPGVLLILLLNLLHPAQPGGVPGAVPGGLPGGVPGGVYYPGAGIGGLGGGGGALGPGGKPPKPGAGLLGTFGAGPGGLGGAGPGAGLGAFPAGTFPGAGALVPGGAAGAAAAYKAAAKAGAGLGGVGGVPGGVGVGGVPGGVGVGGVPGGVGVGGVPGGVGGIGGIGGLGVSTGAVVPQVGAGIGAGGKPGKVPGVGLPGVYPGGVLPGTGARFPGVGVLPGVPTGTGVKAKAPGGGGAFAGIPGVGPFGGQQPGVPLGYPIKAPKLPGGYGLPYTNGKLPYGVAGAGGKA.... Result: 0 (no interaction). (2) The miRNA is mmu-miR-697 with sequence AACAUCCUGGUCCUGUGGAGA. The protein sequence of the target gene is MDHSNREKDDRQRTTKTMAQRNTHCSRPSGTSTSSGVLMVGPNFRVGKKIGCGNFGELRLGKNLYTNEYVAIKLEPIKSRAPQLHLEYRFYKQLGSAGEGLPQVYYFGPCGKYNAMVLELLGPSLEDLFDLCDRTFTLKTVLMIAIQLLSRMEYVHSKNLIYRDVKPENFLIGRQGNKKEHVIHIIDFGLAKEYVDPETKKHIPYREHKSLTGTARYMSINTHLGKEQSRRDDLEALGHMFMYFLRGSLPWQGLKADTLKERYQKIGDTKRNTPIEALCENFPEEMATYLRYVRRLDFFE.... Result: 1 (interaction). (3) The miRNA is hsa-miR-500b-3p with sequence GCACCCAGGCAAGGAUUCUG. The protein sequence of the target gene is MEVRRGDTCPRPHPSGLREEGLEPKVAFPGGANRCWNLGADAGSRLTDVFGSVMLTGSASFYDCYTSQSEDNVDLRQTYTPFSSTEYSSSVDSSLFCAPWSTYGDDIKQPSNSQISIKNRIQTERNDYGSETDLYGLVSNILEEQDKSQPYFAEGTCSSNLKSVWPMNTSRFADHHDLLTETKRPIDTVISQQAFYSDESVSAMEKQYLRNSNLTPQQKIDELHHGFTGLDLEEQWMYPSRSDHSNCHNIQTNDTAKTTFQEYPLIKNCFTPQTGLSDIMKESGVDIYHYGRDRICTKGL.... Result: 1 (interaction). (4) Result: 0 (no interaction). The miRNA is hsa-miR-1179 with sequence AAGCAUUCUUUCAUUGGUUGG. The protein sequence of the target gene is MLGQAVLFTTFLLLRAHQGQDCPDSSEEVVGVSGKPVQLRPSNIQTKDVSVQWKKTEQGSHRKIEILNWYNDGPSWSNVSFSDIYGFDYGDFALSIKSAKLQDSGHYLLEITNTGGKVCNKNFQLLILDHVETPNLKAQWKPWTNGTCQLFLSCLVTKDDNVSYALYRGSTLISNQRNSTHWENQIDASSLHTYTCNVSNRASWANHTLNFTHGCQSVPSNFRFLPFGVIIVILVTLFLGAIICFCVWTKKRKQLQFSPKEPLTIYEYVKDSRASRDQQGCSRASGSPSAVQEDGRGQRE.... (5) The miRNA is mmu-miR-125a-5p with sequence UCCCUGAGACCCUUUAACCUGUGA. The protein sequence of the target gene is MSGSKSVSPPGYAAQTAASPAPRGGPEHRAAWGEADSRANGYPHAPGGSTRGSTKRSGGAVTPQQQQRLASRWRGGDDDEDPPLSGDDPLAGGFGFSFRSKSAWQERGGDDGGRGSRRQRRGAAGGGSTRAPPAGGSGSSAAAAAAAGGTEVRPRSVELGLEERRGKGRAAEELEPGTGIVEDGDGSEDGGSSVASGSGTGAVLSLGACCLALLQIFRSKKFPSDKLERLYQRYFFRLNQSSLTMLMAVLVLVCLVMLAFHAARPPLQIAYLAVLAAAVGVILIMAVLCNRAAFHQDHMG.... Result: 0 (no interaction).